This data is from Forward reaction prediction with 1.9M reactions from USPTO patents (1976-2016). The task is: Predict the product of the given reaction. Given the reactants [BH4-].[Na+].[Cl:3][C:4]1[CH:9]=[CH:8][C:7]([C:10]2[N:11]=[C:12]3[CH:17]=[CH:16][C:15]([C:18]4[C:19]([F:26])=[C:20]([CH:23]=[CH:24][CH:25]=4)[CH:21]=[O:22])=[CH:14][N:13]3[CH:27]=2)=[CH:6][CH:5]=1, predict the reaction product. The product is: [Cl:3][C:4]1[CH:9]=[CH:8][C:7]([C:10]2[N:11]=[C:12]3[CH:17]=[CH:16][C:15]([C:18]4[C:19]([F:26])=[C:20]([CH2:21][OH:22])[CH:23]=[CH:24][CH:25]=4)=[CH:14][N:13]3[CH:27]=2)=[CH:6][CH:5]=1.